This data is from Catalyst prediction with 721,799 reactions and 888 catalyst types from USPTO. The task is: Predict which catalyst facilitates the given reaction. (1) Reactant: C([O:3][C:4](=[O:33])[CH:5]([O:28][C:29]([CH3:32])([CH3:31])[CH3:30])[C:6]1[C:7]([CH3:27])=[N:8][C:9]2[C:14]([C:15]=1[C:16]1[CH:21]=[CH:20][C:19]([CH3:22])=[CH:18][CH:17]=1)=[CH:13][C:12]1[CH2:23][CH2:24][CH2:25][CH2:26][C:11]=1[CH:10]=2)C.[OH-].[Na+]. Product: [C:29]([O:28][CH:5]([C:6]1[C:7]([CH3:27])=[N:8][C:9]2[C:14]([C:15]=1[C:16]1[CH:21]=[CH:20][C:19]([CH3:22])=[CH:18][CH:17]=1)=[CH:13][C:12]1[CH2:23][CH2:24][CH2:25][CH2:26][C:11]=1[CH:10]=2)[C:4]([OH:33])=[O:3])([CH3:32])([CH3:31])[CH3:30]. The catalyst class is: 199. (2) Reactant: [F:1][C:2]1[CH:7]=[CH:6][C:5]([S:8]([NH:11][C@@H:12]2[CH2:20][CH2:19][C:18]3[N:14]([C:15]4[N:29]=[CH:28][CH:27]=[CH:26][C:16]=4[C:17]=3[CH2:21][C:22]([O:24][CH3:25])=[O:23])[CH2:13]2)(=[O:10])=[O:9])=[CH:4][CH:3]=1.CI.[C:32]([O-])(=O)C.[NH4+].C(OCC)(=O)C. Product: [F:1][C:2]1[CH:7]=[CH:6][C:5]([S:8]([N:11]([CH3:32])[C@@H:12]2[CH2:20][CH2:19][C:18]3[N:14]([C:15]4[N:29]=[CH:28][CH:27]=[CH:26][C:16]=4[C:17]=3[CH2:21][C:22]([O:24][CH3:25])=[O:23])[CH2:13]2)(=[O:9])=[O:10])=[CH:4][CH:3]=1. The catalyst class is: 3. (3) Reactant: O=[C:2]1[CH2:6][CH2:5][CH2:4][CH:3]1[C:7]#[N:8].C([O-])(=O)C.[Na+].Cl.[CH:15]([NH:18][NH2:19])([CH3:17])[CH3:16]. Product: [CH:15]([N:18]1[C:7]([NH2:8])=[C:3]2[CH2:4][CH2:5][CH2:6][C:2]2=[N:19]1)([CH3:17])[CH3:16]. The catalyst class is: 8. (4) Reactant: Cl[C:2]1[CH:7]=[C:6]([NH:8][C:9]2[CH:17]=[CH:16][CH:15]=[CH:14][C:10]=2[C:11]([OH:13])=[O:12])[C:5]([Cl:18])=[CH:4][N:3]=1.[CH3:19][O:20][C:21]1[CH:27]=[C:26]([N:28]2[CH2:33][CH2:32][O:31][CH2:30][CH2:29]2)[CH:25]=[CH:24][C:22]=1[NH2:23].C1C=CC(P(C2C(C3C(P(C4C=CC=CC=4)C4C=CC=CC=4)=CC=C4C=3C=CC=C4)=C3C(C=CC=C3)=CC=2)C2C=CC=CC=2)=CC=1.CC(C)([O-])C.[Na+]. Product: [Cl:18][C:5]1[C:6]([NH:8][C:9]2[CH:17]=[CH:16][CH:15]=[CH:14][C:10]=2[C:11]([OH:13])=[O:12])=[CH:7][C:2]([NH:23][C:22]2[CH:24]=[CH:25][C:26]([N:28]3[CH2:29][CH2:30][O:31][CH2:32][CH2:33]3)=[CH:27][C:21]=2[O:20][CH3:19])=[N:3][CH:4]=1. The catalyst class is: 62. (5) Reactant: C(Cl)(Cl)Cl.[K+].[Br-].[C:7]([NH:15][CH:16]1[C:22](=[O:23])[N:21]2[CH:24]([C:28]([NH:30][CH:31]([CH:41]=[O:42])[CH2:32][CH2:33][C:34]([O:36]C(C)(C)C)=[O:35])=[O:29])[CH2:25][CH2:26][CH2:27][N:20]2[C:19](=[O:43])[CH2:18][CH2:17]1)(=[O:14])[C:8]1[CH:13]=[CH:12][CH:11]=[CH:10][CH:9]=1.FC(F)(F)C(O)=O. Product: [C:7]([NH:15][CH:16]1[C:22](=[O:23])[N:21]2[CH:24]([C:28]([NH:30][CH:31]([CH:41]=[O:42])[CH2:32][CH2:33][C:34]([OH:36])=[O:35])=[O:29])[CH2:25][CH2:26][CH2:27][N:20]2[C:19](=[O:43])[CH2:18][CH2:17]1)(=[O:14])[C:8]1[CH:13]=[CH:12][CH:11]=[CH:10][CH:9]=1. The catalyst class is: 2. (6) Reactant: [Br:1][C:2]1[CH:3]=[CH:4][C:5](I)=[N:6][CH:7]=1.[NH2:9][C:10]1[CH:11]=[C:12](B(O)O)[CH:13]=[CH:14][CH:15]=1.C(=O)([O-])[O-].[K+].[K+]. Product: [Br:1][C:2]1[CH:3]=[CH:4][C:5]([C:14]2[CH:15]=[C:10]([CH:11]=[CH:12][CH:13]=2)[NH2:9])=[N:6][CH:7]=1. The catalyst class is: 667.